This data is from HIV replication inhibition screening data with 41,000+ compounds from the AIDS Antiviral Screen. The task is: Binary Classification. Given a drug SMILES string, predict its activity (active/inactive) in a high-throughput screening assay against a specified biological target. (1) The molecule is CC(Cc1ccccc1)NN(CS(=O)(=O)O)CS(=O)(=O)O. The result is 0 (inactive). (2) The compound is CC(=O)N(C)SCC(NC(=O)C(Cc1ccccc1)NC(=O)OCC1c2ccccc2-c2ccccc21)C(=O)NC(Cc1ccccc1)C(=O)NC(Cc1cn(C=O)c2ccccc12)C(=O)NC(CCCCNC(=O)OCC1c2ccccc2-c2ccccc21)C(=O)NC(C(=O)NC(CSN(C)C(C)=O)C(=O)NC(C(N)=O)C(C)O)C(C)O. The result is 0 (inactive). (3) The compound is COC(=O)c1cc(=O)nc2n1C1OC(CO)C(O)C1O2. The result is 0 (inactive).